Dataset: Peptide-MHC class I binding affinity with 185,985 pairs from IEDB/IMGT. Task: Regression. Given a peptide amino acid sequence and an MHC pseudo amino acid sequence, predict their binding affinity value. This is MHC class I binding data. (1) The peptide sequence is SLLFREVWK. The MHC is HLA-B51:01 with pseudo-sequence HLA-B51:01. The binding affinity (normalized) is 0.0847. (2) The peptide sequence is KTIQGGLGW. The MHC is HLA-A30:01 with pseudo-sequence HLA-A30:01. The binding affinity (normalized) is 0.0847. (3) The peptide sequence is TIMAAILAY. The MHC is HLA-A11:01 with pseudo-sequence HLA-A11:01. The binding affinity (normalized) is 0.528. (4) The peptide sequence is HMVVKSALL. The MHC is HLA-A26:01 with pseudo-sequence HLA-A26:01. The binding affinity (normalized) is 0.124. (5) The peptide sequence is FGKWRPVQL. The MHC is HLA-B40:01 with pseudo-sequence HLA-B40:01. The binding affinity (normalized) is 0.0847. (6) The peptide sequence is MLLQFAYSNR. The MHC is HLA-A03:01 with pseudo-sequence HLA-A03:01. The binding affinity (normalized) is 0.528. (7) The peptide sequence is KLYEELCDL. The MHC is HLA-A02:03 with pseudo-sequence HLA-A02:03. The binding affinity (normalized) is 0.641. (8) The peptide sequence is RLYEWQHVS. The MHC is HLA-A02:11 with pseudo-sequence HLA-A02:11. The binding affinity (normalized) is 1.00. (9) The peptide sequence is AISCVPNAV. The MHC is HLA-A02:03 with pseudo-sequence HLA-A02:03. The binding affinity (normalized) is 0.526. (10) The peptide sequence is GVSGLYIPGT. The MHC is HLA-A02:01 with pseudo-sequence HLA-A02:01. The binding affinity (normalized) is 0.218.